From a dataset of Forward reaction prediction with 1.9M reactions from USPTO patents (1976-2016). Predict the product of the given reaction. (1) Given the reactants [C:1]([O:5][C:6]([N:8]1[CH2:24][CH2:23][CH2:22][C:10]2([N:14]([C:15]3[CH:20]=[CH:19][CH:18]=[CH:17][CH:16]=3)[CH:13]=[N:12][C:11]2=[O:21])[CH2:9]1)=[O:7])([CH3:4])([CH3:3])[CH3:2].[BH4-].[Na+], predict the reaction product. The product is: [C:1]([O:5][C:6]([N:8]1[CH2:24][CH2:23][CH2:22][C:10]2([N:14]([C:15]3[CH:20]=[CH:19][CH:18]=[CH:17][CH:16]=3)[CH2:13][NH:12][C:11]2=[O:21])[CH2:9]1)=[O:7])([CH3:4])([CH3:2])[CH3:3]. (2) Given the reactants CC(C)CO.[H-].[Na+].Br[C:9]1[N:14]=[C:13]([C@@:15]23[O:30][CH2:29][O:28][C@@H:16]2[CH2:17][N:18]([C:21]([O:23][C:24]([CH3:27])([CH3:26])[CH3:25])=[O:22])[CH2:19][CH2:20]3)[CH:12]=[CH:11][CH:10]=1.O, predict the reaction product. The product is: [N:14]1[CH:9]=[CH:10][CH:11]=[CH:12][C:13]=1[C@@:15]12[O:30][CH2:29][O:28][C@@H:16]1[CH2:17][N:18]([C:21]([O:23][C:24]([CH3:25])([CH3:26])[CH3:27])=[O:22])[CH2:19][CH2:20]2. (3) Given the reactants [Cl:1][C:2]1[C:3]([O:20][CH:21]2[CH2:26][CH2:25][N:24](C(OC(C)(C)C)=O)[CH2:23][CH2:22]2)=[CH:4][C:5](=[O:19])[N:6]([C:8]2[CH:13]=[CH:12][C:11]([S:14]([CH3:17])(=[O:16])=[O:15])=[C:10]([F:18])[CH:9]=2)[CH:7]=1.Cl, predict the reaction product. The product is: [ClH:1].[Cl:1][C:2]1[C:3]([O:20][CH:21]2[CH2:26][CH2:25][NH:24][CH2:23][CH2:22]2)=[CH:4][C:5](=[O:19])[N:6]([C:8]2[CH:13]=[CH:12][C:11]([S:14]([CH3:17])(=[O:16])=[O:15])=[C:10]([F:18])[CH:9]=2)[CH:7]=1. (4) The product is: [Br:11][C:8]1[C:9]([F:10])=[C:2]([NH:13][C:12](=[O:19])[O:14][C:15]([CH3:18])([CH3:17])[CH3:16])[CH:3]=[C:4]([C:5]#[N:6])[CH:7]=1. Given the reactants Br[C:2]1[CH:3]=[C:4]([CH:7]=[C:8]([Br:11])[C:9]=1[F:10])[C:5]#[N:6].[C:12](=[O:19])([O:14][C:15]([CH3:18])([CH3:17])[CH3:16])[NH2:13].CC1(C)C2C(=C(P(C3C=CC=CC=3)C3C=CC=CC=3)C=CC=2)OC2C(P(C3C=CC=CC=3)C3C=CC=CC=3)=CC=CC1=2.C(=O)([O-])[O-].[Cs+].[Cs+], predict the reaction product.